Predict the reaction yield, written as a fraction of the theoretical maximum amount of product (1.0 means a 100% yield; for example, 0.34 means a 34% yield). From a dataset of Reaction yield outcomes from USPTO patents with 853,638 reactions. The reactants are [NH2:1][C:2]1[C:3]([NH:18][C@@H:19]([C:22]2[CH:27]=[CH:26][CH:25]=[CH:24][CH:23]=2)[CH2:20][OH:21])=[N:4][C:5]([C:8]2[CH:17]=[CH:16][CH:15]=[C:14]3[C:9]=2[CH:10]=[CH:11][CH:12]=[N:13]3)=[CH:6][N:7]=1.NC1C(N[C@@H](C2C=CC=CC=2)[CH2:38][OH:39])=NC(Br)=CN=1.N1C2C=CC=C(B(O)O)C=2C=CC=1.C(=O)([O-])[O-].[K+].[K+]. The catalyst is CN(C)C=O.O. The product is [OH:21][CH2:20][C@@H:19]([N:18]1[C:3]2=[N:4][C:5]([C:8]3[CH:17]=[CH:16][CH:15]=[C:14]4[C:9]=3[CH:10]=[CH:11][CH:12]=[N:13]4)=[CH:6][N:7]=[C:2]2[NH:1][C:38]1=[O:39])[C:22]1[CH:27]=[CH:26][CH:25]=[CH:24][CH:23]=1. The yield is 0.510.